Task: Regression. Given two drug SMILES strings and cell line genomic features, predict the synergy score measuring deviation from expected non-interaction effect.. Dataset: NCI-60 drug combinations with 297,098 pairs across 59 cell lines (1) Drug 1: CC(C)(C#N)C1=CC(=CC(=C1)CN2C=NC=N2)C(C)(C)C#N. Drug 2: C1=NC(=NC(=O)N1C2C(C(C(O2)CO)O)O)N. Cell line: NCIH23. Synergy scores: CSS=-3.19, Synergy_ZIP=0.687, Synergy_Bliss=-3.25, Synergy_Loewe=-10.6, Synergy_HSA=-10.3. (2) Drug 1: CS(=O)(=O)C1=CC(=C(C=C1)C(=O)NC2=CC(=C(C=C2)Cl)C3=CC=CC=N3)Cl. Drug 2: CCN(CC)CCCC(C)NC1=C2C=C(C=CC2=NC3=C1C=CC(=C3)Cl)OC. Cell line: SF-295. Synergy scores: CSS=19.4, Synergy_ZIP=-5.01, Synergy_Bliss=3.36, Synergy_Loewe=-0.320, Synergy_HSA=3.28. (3) Drug 1: C1=CC(=C2C(=C1NCCNCCO)C(=O)C3=C(C=CC(=C3C2=O)O)O)NCCNCCO. Drug 2: C1=CC(=CC=C1CC(C(=O)O)N)N(CCCl)CCCl.Cl. Cell line: HOP-92. Synergy scores: CSS=43.4, Synergy_ZIP=-0.548, Synergy_Bliss=2.23, Synergy_Loewe=-11.5, Synergy_HSA=5.56. (4) Drug 1: CC1=C(C=C(C=C1)NC(=O)C2=CC=C(C=C2)CN3CCN(CC3)C)NC4=NC=CC(=N4)C5=CN=CC=C5. Drug 2: C(CC(=O)O)C(=O)CN.Cl. Cell line: OVCAR3. Synergy scores: CSS=7.90, Synergy_ZIP=-6.24, Synergy_Bliss=-7.11, Synergy_Loewe=-4.77, Synergy_HSA=-4.51. (5) Drug 1: C1=NC2=C(N1)C(=S)N=CN2. Drug 2: CC1C(C(CC(O1)OC2CC(CC3=C2C(=C4C(=C3O)C(=O)C5=C(C4=O)C(=CC=C5)OC)O)(C(=O)CO)O)N)O.Cl. Cell line: OVCAR-4. Synergy scores: CSS=27.6, Synergy_ZIP=-6.51, Synergy_Bliss=-8.69, Synergy_Loewe=-7.78, Synergy_HSA=-5.15.